This data is from Forward reaction prediction with 1.9M reactions from USPTO patents (1976-2016). The task is: Predict the product of the given reaction. (1) Given the reactants [Si]([O:8][C@H:9]1[CH2:13][N:12]([C:14]2[CH:19]=[CH:18][N:17]3[N:20]=[CH:21][C:22]([C:23]([O:25]CC)=[O:24])=[C:16]3[N:15]=2)[C@@H:11]([C:28]2[CH:33]=[CH:32][CH:31]=[C:30]([F:34])[CH:29]=2)[CH2:10]1)(C(C)(C)C)(C)C.[Li+].[OH-], predict the reaction product. The product is: [F:34][C:30]1[CH:29]=[C:28]([C@H:11]2[CH2:10][C@@H:9]([OH:8])[CH2:13][N:12]2[C:14]2[CH:19]=[CH:18][N:17]3[N:20]=[CH:21][C:22]([C:23]([OH:25])=[O:24])=[C:16]3[N:15]=2)[CH:33]=[CH:32][CH:31]=1. (2) Given the reactants [CH2:1]([CH:3]1[CH2:16][C:15]2[S:14][C:13]3[C:8](=[CH:9][CH:10]=[C:11]([OH:17])[CH:12]=3)[C:7](=[O:18])[C:6]=2[CH2:5][CH2:4]1)[CH3:2].[CH2:19](Br)[C:20]1[CH:25]=[CH:24][CH:23]=[CH:22][CH:21]=1.C(=O)([O-])[O-].[K+].[K+].C(O)(C)C, predict the reaction product. The product is: [CH2:19]([O:17][C:11]1[CH:12]=[C:13]2[C:8](=[CH:9][CH:10]=1)[C:7](=[O:18])[C:6]1[CH2:5][CH2:4][CH:3]([CH2:1][CH3:2])[CH2:16][C:15]=1[S:14]2)[C:20]1[CH:25]=[CH:24][CH:23]=[CH:22][CH:21]=1. (3) Given the reactants [CH:1]1([CH2:7][C:8]2[N:9]=[C:10]([C:13]([NH:15][NH2:16])=[O:14])[S:11][CH:12]=2)[CH2:6][CH2:5][CH2:4][CH2:3][CH2:2]1.[C:17]([O:20][C:21]([CH3:26])([CH3:25])[C:22](Cl)=[O:23])(=[O:19])[CH3:18], predict the reaction product. The product is: [C:17]([O:20][C:21]([CH3:26])([CH3:25])[C:22]([NH:16][NH:15][C:13]([C:10]1[S:11][CH:12]=[C:8]([CH2:7][CH:1]2[CH2:2][CH2:3][CH2:4][CH2:5][CH2:6]2)[N:9]=1)=[O:14])=[O:23])(=[O:19])[CH3:18]. (4) Given the reactants [Cl:1][C:2]1[CH:3]=[C:4]2[C:9](=[CH:10][CH:11]=1)[CH:8]=[C:7]([S:12]([NH:15][C@H:16]1[CH2:20][CH2:19][N:18]([C@@H:21]([CH3:38])[C:22]([N:24]3[CH2:29][CH2:28][CH2:27][CH:26]([NH:30]C(=O)OC(C)(C)C)[CH2:25]3)=[O:23])[C:17]1=[O:39])(=[O:14])=[O:13])[CH:6]=[CH:5]2.FC(F)(F)C(O)=O, predict the reaction product. The product is: [NH2:30][CH:26]1[CH2:27][CH2:28][CH2:29][N:24]([C:22](=[O:23])[C@@H:21]([N:18]2[CH2:19][CH2:20][C@H:16]([NH:15][S:12]([C:7]3[CH:6]=[CH:5][C:4]4[C:9](=[CH:10][CH:11]=[C:2]([Cl:1])[CH:3]=4)[CH:8]=3)(=[O:14])=[O:13])[C:17]2=[O:39])[CH3:38])[CH2:25]1. (5) The product is: [F:1][CH2:2][CH2:3][NH:4][C:5]([N:7]1[C:15]2[C:10](=[CH:11][C:12]([O:16][C:17]3[CH:22]=[CH:21][N:20]=[C:19]([NH:23][C:24]([CH:26]4[CH2:27][CH2:28][NH:29][CH2:30][CH2:31]4)=[O:25])[CH:18]=3)=[CH:13][CH:14]=2)[CH:9]=[CH:8]1)=[O:6]. Given the reactants [F:1][CH2:2][CH2:3][NH:4][C:5]([N:7]1[C:15]2[C:10](=[CH:11][C:12]([O:16][C:17]3[CH:22]=[CH:21][N:20]=[C:19]([NH:23][C:24]([CH:26]4[CH2:31][CH2:30][N:29](C(OC(C)(C)C)=O)[CH2:28][CH2:27]4)=[O:25])[CH:18]=3)=[CH:13][CH:14]=2)[CH:9]=[CH:8]1)=[O:6].C(OCC)(=O)C.O.C(=O)(O)[O-].[Na+], predict the reaction product. (6) Given the reactants [CH3:1][O:2][C:3]1[CH:8]=[C:7]([O:9][CH3:10])[CH:6]=[CH:5][C:4]=1[C:11]1([CH3:27])[NH:15][C:14](=[O:16])[N:13]([CH2:17][C:18](=[O:25])[C:19]2[CH:24]=[CH:23][CH:22]=[CH:21][CH:20]=2)[C:12]1=[O:26].[CH3:28]I, predict the reaction product. The product is: [CH3:1][O:2][C:3]1[CH:8]=[C:7]([O:9][CH3:10])[CH:6]=[CH:5][C:4]=1[C:11]1([CH3:27])[N:15]([CH3:28])[C:14](=[O:16])[N:13]([CH2:17][C:18](=[O:25])[C:19]2[CH:20]=[CH:21][CH:22]=[CH:23][CH:24]=2)[C:12]1=[O:26]. (7) Given the reactants CS(O[CH2:6][CH2:7][C:8]1[C:9]([C:28]([O:30][CH2:31][CH3:32])=[O:29])=[N:10][N:11]([C:22]2[CH:27]=[CH:26][CH:25]=[CH:24][CH:23]=2)[C:12]=1[C:13](=[O:21])[NH:14][C:15]1[CH:20]=[CH:19][CH:18]=[CH:17][CH:16]=1)(=O)=O.[O-]CC.[Na+].CCOC(C)=O.[NH4+].[Cl-], predict the reaction product. The product is: [O:21]=[C:13]1[C:12]2[N:11]([C:22]3[CH:23]=[CH:24][CH:25]=[CH:26][CH:27]=3)[N:10]=[C:9]([C:28]([O:30][CH2:31][CH3:32])=[O:29])[C:8]=2[CH2:7][CH2:6][N:14]1[C:15]1[CH:20]=[CH:19][CH:18]=[CH:17][CH:16]=1. (8) Given the reactants [F:1][C:2]([F:15])([F:14])[CH2:3][O:4][C:5]1[CH:13]=[CH:12][C:8]([C:9]([OH:11])=O)=[CH:7][CH:6]=1.CN(C(ON1N=NC2C=CC=NC1=2)=[N+](C)C)C.F[P-](F)(F)(F)(F)F.[NH:40]1[CH2:45][CH2:44][C:43]2([O:50][C:49]3[CH:51]=[CH:52][CH:53]=[CH:54][C:48]=3[N:47]3[CH:55]=[CH:56][CH:57]=[C:46]23)[CH2:42][CH2:41]1.CCN(CC)CC, predict the reaction product. The product is: [N:40]1([C:9]([C:8]2[CH:7]=[CH:6][C:5]([O:4][CH2:3][C:2]([F:1])([F:15])[F:14])=[CH:13][CH:12]=2)=[O:11])[CH2:41][CH2:42][C:43]2([O:50][C:49]3[CH:51]=[CH:52][CH:53]=[CH:54][C:48]=3[N:47]3[CH:55]=[CH:56][CH:57]=[C:46]23)[CH2:44][CH2:45]1. (9) The product is: [C:11]([NH:8][CH2:7][C:6]1[CH:15]=[C:2]([C:25]2[CH:26]=[CH:27][N:22]=[CH:23][CH:24]=2)[CH:3]=[C:4]([C:16]2[CH:17]=[CH:18][CH:19]=[CH:20][CH:21]=2)[C:5]=1[OH:10])([CH3:14])([CH3:12])[CH3:13]. Given the reactants Br[C:2]1[CH:3]=[C:4]([C:16]2[CH:21]=[CH:20][CH:19]=[CH:18][CH:17]=2)[C:5]2[O:10]C[N:8]([C:11]([CH3:14])([CH3:13])[CH3:12])[CH2:7][C:6]=2[CH:15]=1.[N:22]1[CH:27]=[CH:26][C:25](B(O)O)=[CH:24][CH:23]=1.C(=O)([O-])[O-].[K+].[K+], predict the reaction product.